Dataset: Reaction yield outcomes from USPTO patents with 853,638 reactions. Task: Predict the reaction yield, written as a fraction of the theoretical maximum amount of product (1.0 means a 100% yield; for example, 0.34 means a 34% yield). (1) The reactants are [CH3:1][N:2]1[CH2:7][CH2:6][N:5]([C:8]([O:10][C@@H:11]2[N:20]([C:21]3[CH:22]=[CH:23][C:24]([Cl:27])=[CH:25][N:26]=3)[C:18](=[O:19])[C:13]3[N:14]=[CH:15][CH:16]=[N:17][C:12]2=3)=[O:9])[CH2:4][CH2:3]1.[C:28]1([S:34]([OH:37])(=[O:36])=[O:35])[CH:33]=[CH:32][CH:31]=[CH:30][CH:29]=1. The catalyst is C(O)C. The product is [CH3:1][N:2]1[CH2:7][CH2:6][N:5]([C:8]([O:10][C@@H:11]2[N:20]([C:21]3[CH:22]=[CH:23][C:24]([Cl:27])=[CH:25][N:26]=3)[C:18](=[O:19])[C:13]3[N:14]=[CH:15][CH:16]=[N:17][C:12]2=3)=[O:9])[CH2:4][CH2:3]1.[S:34]([C:28]1[CH:33]=[CH:32][CH:31]=[CH:30][CH:29]=1)([O-:37])(=[O:36])=[O:35]. The yield is 0.520. (2) The reactants are [Br:1][C:2]1[CH:3]=[C:4]([F:14])[C:5]2[O:9][C:8](C(O)=O)=[CH:7][C:6]=2[CH:13]=1. The catalyst is N1C2C(=CC=CC=2)C=CC=1.[Cu]. The product is [Br:1][C:2]1[CH:3]=[C:4]([F:14])[C:5]2[O:9][CH:8]=[CH:7][C:6]=2[CH:13]=1. The yield is 1.00. (3) The reactants are [CH3:1][N:2]1[C:6]([C:7]2[O:15][C:14]3[C:13](SC)=[N:12][CH:11]=[N:10][C:9]=3[CH:8]=2)=[C:5]([C:18]2[CH:23]=[CH:22][CH:21]=[CH:20][CH:19]=2)[N:4]=[CH:3]1.O.[NH3:25]. The catalyst is [Cl-].[NH4+].O1CCOCC1. The product is [CH3:1][N:2]1[C:6]([C:7]2[O:15][C:14]3[C:13]([NH2:25])=[N:12][CH:11]=[N:10][C:9]=3[CH:8]=2)=[C:5]([C:18]2[CH:23]=[CH:22][CH:21]=[CH:20][CH:19]=2)[N:4]=[CH:3]1. The yield is 0.840. (4) The reactants are [Cl:1][C:2]1[CH:21]=[CH:20][C:5]([CH2:6][S:7][C:8]2[O:9][C:10]3[CH:16]=[CH:15][C:14]([N+:17]([O-])=O)=[CH:13][C:11]=3[N:12]=2)=[CH:4][CH:3]=1.[Cl-].[NH4+].C(OCC)(=O)C. The catalyst is C(O)C.O.[Fe]. The product is [Cl:1][C:2]1[CH:21]=[CH:20][C:5]([CH2:6][S:7][C:8]2[O:9][C:10]3[CH:16]=[CH:15][C:14]([NH2:17])=[CH:13][C:11]=3[N:12]=2)=[CH:4][CH:3]=1. The yield is 0.940. (5) The yield is 0.922. The product is [Na+:33].[C:1]([C:3]1[C:4]([CH2:18][N:19]2[C:28](=[O:29])[C:27]3[C:22](=[CH:23][CH:24]=[CH:25][CH:26]=3)[N:21]=[CH:20]2)=[C:5]([C:14]([O-:16])=[O:15])[S:6][C:7]=1[N:8]1[CH2:13][CH2:12][O:11][CH2:10][CH2:9]1)#[N:2]. The reactants are [C:1]([C:3]1[C:4]([CH2:18][N:19]2[C:28](=[O:29])[C:27]3[C:22](=[CH:23][CH:24]=[CH:25][CH:26]=3)[N:21]=[CH:20]2)=[C:5]([C:14]([O:16]C)=[O:15])[S:6][C:7]=1[N:8]1[CH2:13][CH2:12][O:11][CH2:10][CH2:9]1)#[N:2].CO.[OH-].[Na+:33]. The catalyst is O1CCCC1.O. (6) The reactants are [C:1]([O:5][C:6](=[O:22])[CH2:7][N:8]=[C:9]([C:16]1[CH:21]=[CH:20][CH:19]=[CH:18][CH:17]=1)[C:10]1[CH:15]=[CH:14][CH:13]=[CH:12][CH:11]=1)([CH3:4])([CH3:3])[CH3:2].C1COCC1.CN1C(=O)N(C)CCC1.[Li+].CC([N-]C(C)C)C.Br[CH2:46][C:47]1[CH:52]=[C:51]([O:53][CH3:54])[CH:50]=[CH:49][C:48]=1[F:55]. The catalyst is C1COCC1. The product is [C:1]([O:5][C:6](=[O:22])[CH:7]([N:8]=[C:9]([C:10]1[CH:11]=[CH:12][CH:13]=[CH:14][CH:15]=1)[C:16]1[CH:17]=[CH:18][CH:19]=[CH:20][CH:21]=1)[CH2:46][C:47]1[CH:52]=[C:51]([O:53][CH3:54])[CH:50]=[CH:49][C:48]=1[F:55])([CH3:4])([CH3:2])[CH3:3]. The yield is 0.800. (7) The reactants are [F:1][C:2]1[CH:10]=[C:9]([F:11])[CH:8]=[C:7]([NH:12][C:13]2[C:14]3[CH:39]=[CH:38][N:37](S(C4C=CC(C)=CC=4)(=O)=O)[C:15]=3[N:16]=[C:17]([NH:19][C:20]3[CH:25]=[CH:24][C:23]([N:26]4[CH2:31][CH2:30][N:29]([CH:32]([CH3:34])[CH3:33])[CH2:28][CH2:27]4)=[CH:22][C:21]=3[O:35][CH3:36])[N:18]=2)[C:3]=1[C:4]([NH2:6])=[O:5].[OH-].[Na+]. The catalyst is O1CCOCC1.C(OCC)(=O)C. The product is [F:1][C:2]1[CH:10]=[C:9]([F:11])[CH:8]=[C:7]([NH:12][C:13]2[N:18]=[C:17]([NH:19][C:20]3[CH:25]=[CH:24][C:23]([N:26]4[CH2:27][CH2:28][N:29]([CH:32]([CH3:33])[CH3:34])[CH2:30][CH2:31]4)=[CH:22][C:21]=3[O:35][CH3:36])[NH:16][C:15]3=[N:37][CH:38]=[CH:39][C:14]=23)[C:3]=1[C:4]([NH2:6])=[O:5]. The yield is 0.630. (8) The reactants are C([O:8][C:9]1[CH:14]=[CH:13][C:12]([C:15]2([OH:31])[CH2:20][CH2:19][N:18](C(OCC3C=CC=CC=3)=O)[CH2:17][CH2:16]2)=[CH:11][CH:10]=1)C1C=CC=CC=1. The catalyst is [Pd].CO. The product is [OH:8][C:9]1[CH:14]=[CH:13][C:12]([C:15]2([OH:31])[CH2:16][CH2:17][NH:18][CH2:19][CH2:20]2)=[CH:11][CH:10]=1. The yield is 0.666. (9) The reactants are [C:1]([O:5][C:6](=[O:24])[CH2:7][CH2:8][CH2:9][CH2:10][CH2:11][CH2:12][CH2:13][CH2:14][CH2:15][CH2:16][CH2:17][CH2:18][CH2:19][CH2:20][C:21]([OH:23])=O)([CH3:4])([CH3:3])[CH3:2].ON1C2N=CC=CC=2N=N1.C(N(C(C)C)CC)(C)C.[NH2:44][C:45]1[CH:54]=[CH:53][C:48]([C:49]([O:51][CH3:52])=[O:50])=[CH:47][CH:46]=1.[Na+].[Cl-]. The catalyst is CN1C(=O)CCC1. The product is [CH3:52][O:51][C:49](=[O:50])[C:48]1[CH:53]=[CH:54][C:45]([NH:44][C:21](=[O:23])[CH2:20][CH2:19][CH2:18][CH2:17][CH2:16][CH2:15][CH2:14][CH2:13][CH2:12][CH2:11][CH2:10][CH2:9][CH2:8][CH2:7][C:6]([O:5][C:1]([CH3:2])([CH3:3])[CH3:4])=[O:24])=[CH:46][CH:47]=1. The yield is 0.420. (10) The reactants are [CH3:1][C:2]([CH2:7][CH2:8][CH:9]=[C:10]([CH3:12])[CH3:11])=[CH:3][CH:4]([OH:6])[CH3:5].[C:13](O[C:13](=[O:17])[CH2:14][CH2:15][CH3:16])(=[O:17])[CH2:14][CH2:15][CH3:16].N1C=CC=CC=1. The product is [C:13]([O:6][CH:4]([CH:3]=[C:2]([CH3:1])[CH2:7][CH2:8][CH:9]=[C:10]([CH3:11])[CH3:12])[CH3:5])(=[O:17])[CH2:14][CH2:15][CH3:16]. The catalyst is O.C(OC)(C)(C)C. The yield is 0.760.